Task: Predict the product of the given reaction.. Dataset: Forward reaction prediction with 1.9M reactions from USPTO patents (1976-2016) (1) Given the reactants [NH2:1][CH2:2][C:3]([O:5][CH2:6][CH3:7])=[O:4].[N+:8]([C:11]1[CH:18]=[CH:17][CH:16]=[CH:15][C:12]=1[CH2:13]Br)([O-:10])=[O:9].C(=O)([O-])O.[Na+], predict the reaction product. The product is: [N+:8]([C:11]1[CH:18]=[CH:17][CH:16]=[CH:15][C:12]=1[CH2:13][NH:1][CH2:2][C:3]([O:5][CH2:6][CH3:7])=[O:4])([O-:10])=[O:9]. (2) Given the reactants [CH2:1]([N:3]([CH2:6][CH3:7])[CH2:4][CH3:5])[CH3:2].[CH3:8][S:9](Cl)(=[O:11])=[O:10].[Cl:13][C:14]1[CH:19]=[CH:18][C:17]([C:20]2[CH:21]=[CH:22][C:23]([C:26]#[C:27][C:28]3[CH:29]=[C:30]4[C:35](=[CH:36][CH:37]=3)[N:34](C)C(N3CCCC3)[CH2:32][CH2:31]4)=[N:24][CH:25]=2)=[CH:16][CH:15]=1, predict the reaction product. The product is: [Cl:13][C:14]1[CH:19]=[CH:18][C:17]([C:20]2[CH:21]=[CH:22][C:23]([C:26]#[C:27][C:28]3[CH:29]=[C:30]4[C:35](=[CH:36][CH:37]=3)[N:34]([S:9]([CH3:8])(=[O:11])=[O:10])[CH:2]([CH2:1][N:3]3[CH2:6][CH2:7][CH2:5][CH2:4]3)[CH2:32][CH2:31]4)=[N:24][CH:25]=2)=[CH:16][CH:15]=1. (3) The product is: [CH2:9]([C:11]1[CH:12]=[C:13]([O:29][C:30]2[CH:31]=[N:32][C:33]([S:36]([CH3:39])(=[O:37])=[O:38])=[CH:34][CH:35]=2)[CH:14]=[C:15]2[C:19]=1[NH:18][C:17]([C:20]1[S:21][CH:22]([CH2:25][C:26]([N:2]3[CH2:7][CH2:6][S:5](=[O:8])[CH2:4][CH2:3]3)=[O:27])[CH2:23][N:24]=1)=[CH:16]2)[CH3:10]. Given the reactants Cl.[NH:2]1[CH2:7][CH2:6][S:5](=[O:8])[CH2:4][CH2:3]1.[CH2:9]([C:11]1[CH:12]=[C:13]([O:29][C:30]2[CH:31]=[N:32][C:33]([S:36]([CH3:39])(=[O:38])=[O:37])=[CH:34][CH:35]=2)[CH:14]=[C:15]2[C:19]=1[NH:18][C:17]([C:20]1[S:21][CH:22]([CH2:25][C:26](O)=[O:27])[CH2:23][N:24]=1)=[CH:16]2)[CH3:10].ON1C2C=CC=CC=2N=N1.Cl.C(N=C=NCCCN(C)C)C, predict the reaction product. (4) Given the reactants [CH2:1]1[C:10]2[C:5](=[CH:6][CH:7]=[CH:8][CH:9]=2)[CH2:4][CH2:3][N:2]1[CH2:11][CH:12]([OH:30])[CH2:13][NH:14][C:15](=[O:29])[C:16]1[CH:21]=[CH:20][CH:19]=[C:18]([CH2:22][N:23]2[CH2:28][CH2:27][NH:26][CH2:25][CH2:24]2)[CH:17]=1.C=O.[BH3-][C:34]#N.[Na+], predict the reaction product. The product is: [CH2:1]1[C:10]2[C:5](=[CH:6][CH:7]=[CH:8][CH:9]=2)[CH2:4][CH2:3][N:2]1[CH2:11][CH:12]([OH:30])[CH2:13][NH:14][C:15](=[O:29])[C:16]1[CH:21]=[CH:20][CH:19]=[C:18]([CH2:22][N:23]2[CH2:24][CH2:25][N:26]([CH3:34])[CH2:27][CH2:28]2)[CH:17]=1.